Dataset: Reaction yield outcomes from USPTO patents with 853,638 reactions. Task: Predict the reaction yield, written as a fraction of the theoretical maximum amount of product (1.0 means a 100% yield; for example, 0.34 means a 34% yield). (1) The reactants are [CH3:1][C:2]1[C:9]([N+:10]([O-:12])=[O:11])=[CH:8][CH:7]=[CH:6][C:3]=1[CH2:4]Cl.[Li+].[I-].[CH3:15][OH:16]. No catalyst specified. The product is [CH3:1][C:2]1[C:9]([N+:10]([O-:12])=[O:11])=[CH:8][CH:7]=[CH:6][C:3]=1[CH2:4][O:16][CH3:15]. The yield is 0.920. (2) The reactants are [CH2:1]([N:3]([CH2:16][CH3:17])[S:4]([C:7]1[CH:8]=[C:9]([C:13]([OH:15])=O)[S:10][C:11]=1[CH3:12])(=[O:6])=[O:5])[CH3:2].Cl.CN(C)CCCN=C=NCC.[NH2:30][C:31]1[S:32][CH:33]=[CH:34][N:35]=1.CN1CCOCC1. The catalyst is CN(C=O)C.O. The product is [S:32]1[CH:33]=[CH:34][N:35]=[C:31]1[NH:30][C:13]([C:9]1[S:10][C:11]([CH3:12])=[C:7]([S:4](=[O:5])(=[O:6])[N:3]([CH2:1][CH3:2])[CH2:16][CH3:17])[CH:8]=1)=[O:15]. The yield is 0.490. (3) The reactants are [CH2:1]([O:8][C:9]1[CH:16]=[CH:15][C:12]([CH:13]=O)=[CH:11][CH:10]=1)[C:2]1[CH:7]=[CH:6][CH:5]=[CH:4][CH:3]=1.[CH3:17][NH:18][C:19](=[O:24])[CH2:20][C:21]([CH3:23])=[O:22]. No catalyst specified. The product is [CH3:17][NH:18][C:19](=[O:24])[C:20](=[CH:13][C:12]1[CH:15]=[CH:16][C:9]([O:8][CH2:1][C:2]2[CH:7]=[CH:6][CH:5]=[CH:4][CH:3]=2)=[CH:10][CH:11]=1)[C:21](=[O:22])[CH3:23]. The yield is 0.320. (4) The reactants are Cl[C:2]1[CH:7]=[C:6]([O:8][C:9]2[C:14]([F:15])=[CH:13][C:12]([N:16](C3C=CC=CC=3)[C:17]([C:19]3([C:22]([NH2:24])=[O:23])[CH2:21][CH2:20]3)=[O:18])=[C:11]([F:31])[CH:10]=2)[CH:5]=[CH:4][N:3]=1.[C:32]([NH2:35])(=[O:34])[CH3:33].C(=O)([O-])[O-].[Cs+].[Cs+].CC1(C)[C:49]2[C:44](=[C:45](P([C:44]3[CH:49]=[CH:48][CH:47]=[CH:46][CH:45]=3)[C:44]3[CH:49]=[CH:48][CH:47]=[CH:46][CH:45]=3)[CH:46]=[CH:47][CH:48]=2)O[C:45]2[C:46](P([C:44]3[CH:49]=[CH:48][CH:47]=[CH:46][CH:45]=3)[C:44]3[CH:49]=[CH:48][CH:47]=[CH:46][CH:45]=3)=[CH:47][CH:48]=[CH:49][C:44]1=2. The catalyst is O1CCOCC1.C([O-])(=O)C.[Pd+2].C([O-])(=O)C.ClCCl. The product is [C:32]([NH:35][C:2]1[CH:7]=[C:6]([O:8][C:9]2[C:14]([F:15])=[CH:13][C:12]([NH:16][C:17]([C:19]3([C:22]([NH:24][C:44]4[CH:49]=[CH:48][CH:47]=[CH:46][CH:45]=4)=[O:23])[CH2:20][CH2:21]3)=[O:18])=[C:11]([F:31])[CH:10]=2)[CH:5]=[CH:4][N:3]=1)(=[O:34])[CH3:33]. The yield is 0.580. (5) The reactants are [CH2:1]([N:8]1[C:16]2[C:11](=[CH:12][CH:13]=[CH:14][C:15]=2Br)[CH:10]=[CH:9]1)[C:2]1[CH:7]=[CH:6][CH:5]=[CH:4][CH:3]=1.[Cl:18][C:19]1[CH:20]=[C:21](B(O)O)[CH:22]=[CH:23][C:24]=1[F:25].ClCCl.C(=O)([O-])[O-].[K+].[K+]. The catalyst is O1CCOCC1.O.C1C=CC(P(C2C=CC=CC=2)[C-]2C=CC=C2)=CC=1.C1C=CC(P(C2C=CC=CC=2)[C-]2C=CC=C2)=CC=1.Cl[Pd]Cl.[Fe+2]. The product is [CH2:1]([N:8]1[C:16]2[C:11](=[CH:12][CH:13]=[CH:14][C:15]=2[C:21]2[CH:22]=[CH:23][C:24]([F:25])=[C:19]([Cl:18])[CH:20]=2)[CH:10]=[CH:9]1)[C:2]1[CH:7]=[CH:6][CH:5]=[CH:4][CH:3]=1. The yield is 0.230. (6) The reactants are [CH3:1][O:2][CH3:3].[CH2:4]([Li])CCC.[B:9]([O:14]C)([O:12]C)OC.[CH3:16][C:17]([OH:19])=O.[CH2:20]1[CH2:24][O:23][CH2:22][CH2:21]1. No catalyst specified. The product is [CH3:1][O:2][C:3]1[CH:4]=[CH:16][C:17]2[O:19][CH2:20][CH2:24][O:23][C:22]=2[C:21]=1[B:9]([OH:12])[OH:14]. The yield is 0.980. (7) The reactants are [F:1][C:2]([F:14])([F:13])[O:3][C:4]1[CH:9]=[CH:8][C:7]([CH2:10][C:11]#[N:12])=[CH:6][CH:5]=1.[ClH:15].[H][H]. The catalyst is CO.[Pd]. The product is [ClH:15].[F:1][C:2]([F:13])([F:14])[O:3][C:4]1[CH:5]=[CH:6][C:7]([CH2:10][CH2:11][NH2:12])=[CH:8][CH:9]=1. The yield is 0.850. (8) The reactants are [C:1]([C:3]1[CH:4]=[C:5]([CH:15]=[CH:16][CH:17]=1)[O:6][CH2:7][C:8]([O:10][C:11]([CH3:14])([CH3:13])[CH3:12])=[O:9])#[N:2].[C:18](OC)(=[O:26])[C:19]1[C:20](=[CH:22][CH:23]=[CH:24][CH:25]=1)[SH:21].C(N(CC)CC)C. The catalyst is C1(C)C=CC=CC=1. The product is [O:26]=[C:18]1[C:19]2[CH:25]=[CH:24][CH:23]=[CH:22][C:20]=2[S:21][C:1]([C:3]2[CH:4]=[C:5]([CH:15]=[CH:16][CH:17]=2)[O:6][CH2:7][C:8]([O:10][C:11]([CH3:12])([CH3:13])[CH3:14])=[O:9])=[N:2]1. The yield is 0.200. (9) The reactants are [Cl:1][C:2]1[C:3]([C:10]([OH:12])=[O:11])=[N:4][N:5]([CH3:9])[C:6](=[O:8])[CH:7]=1.Cl.[CH3:14]COC(C)=O. The catalyst is CO. The product is [Cl:1][C:2]1[C:3]([C:10]([O:12][CH3:14])=[O:11])=[N:4][N:5]([CH3:9])[C:6](=[O:8])[CH:7]=1. The yield is 0.170. (10) The reactants are [Br-:1].[Br-].[Br-].[CH2:4]([N+](CCCC)(CCCC)CCCC)CCC.C([N+](CCCC)(CCCC)CCCC)CCC.C([N+](CCCC)(CCCC)CCCC)CCC.[CH2:55]([C:57]1[CH:63]=[CH:62][C:60](O)=[CH:59][C:58]=1[OH:64])[CH3:56].[C:65]([O-:68])([O-])=O.[K+].[K+].CC1[IH]C=CC=1. The catalyst is C(Cl)(Cl)Cl. The product is [Br:1][C:62]1[CH:63]=[C:57]([CH2:55][CH3:56])[C:58]([O:64][CH3:4])=[CH:59][C:60]=1[O:68][CH3:65]. The yield is 0.390.